This data is from Forward reaction prediction with 1.9M reactions from USPTO patents (1976-2016). The task is: Predict the product of the given reaction. (1) Given the reactants [CH2:1]([O:3][C:4]1[N:8]([CH2:9][C:10]2[CH:15]=[CH:14][C:13]([C:16]3[CH:21]=[CH:20][CH:19]=[CH:18][C:17]=3[C:22](=[N:24][OH:25])[NH2:23])=[CH:12][CH:11]=2)[C:7]2[C:26]([C:30]([O:32]C)=[O:31])=[CH:27][CH:28]=[CH:29][C:6]=2[N:5]=1)[CH3:2].O.CO.[OH-].[Na+], predict the reaction product. The product is: [CH2:1]([O:3][C:4]1[N:8]([CH2:9][C:10]2[CH:11]=[CH:12][C:13]([C:16]3[CH:21]=[CH:20][CH:19]=[CH:18][C:17]=3[C:22](=[N:24][OH:25])[NH2:23])=[CH:14][CH:15]=2)[C:7]2[C:26]([C:30]([OH:32])=[O:31])=[CH:27][CH:28]=[CH:29][C:6]=2[N:5]=1)[CH3:2]. (2) Given the reactants [F:1][C:2]1[CH:3]=[C:4]([OH:35])[CH:5]=[CH:6][C:7]=1[C:8]1[N:13]=[C:12]2[NH:14][N:15]=[C:16]([CH3:17])[C:11]2=[C:10]([CH2:18][N:19]2[CH2:24][C:23]([CH3:26])([CH3:25])[N:22]([CH2:27]CC(F)(F)F)[CH2:21][C:20]2([CH3:34])[CH3:33])[CH:9]=1.[CH3:36][C:37]1(C)N(CC2C=C(C3C=CC(O)=CC=3F)N=C3NN=C(C)C=23)CC2(CCCC2)NC1.C=O, predict the reaction product. The product is: [F:1][C:2]1[CH:3]=[C:4]([OH:35])[CH:5]=[CH:6][C:7]=1[C:8]1[N:13]=[C:12]2[NH:14][N:15]=[C:16]([CH3:17])[C:11]2=[C:10]([CH2:18][N:19]2[CH2:24][C:23]3([CH2:26][CH2:37][CH2:36][CH2:25]3)[N:22]([CH3:27])[CH2:21][C:20]2([CH3:33])[CH3:34])[CH:9]=1. (3) Given the reactants [CH3:1][O:2][C:3]1[CH:4]=[C:5]([CH:26]=[O:27])[C:6]2[O:10][C:9]([C:11]3[CH:16]=[CH:15][C:14]([O:17][CH3:18])=[CH:13][CH:12]=3)=[C:8]([C:19]3[CH:24]=[CH:23][CH:22]=[CH:21][CH:20]=3)[C:7]=2[CH:25]=1.[BH4-].[Na+], predict the reaction product. The product is: [CH3:1][O:2][C:3]1[CH:4]=[C:5]([CH2:26][OH:27])[C:6]2[O:10][C:9]([C:11]3[CH:12]=[CH:13][C:14]([O:17][CH3:18])=[CH:15][CH:16]=3)=[C:8]([C:19]3[CH:24]=[CH:23][CH:22]=[CH:21][CH:20]=3)[C:7]=2[CH:25]=1. (4) Given the reactants [CH:1]([NH:4][C:5]([C:7]1[C:15]2[C:10](=[N:11][CH:12]=[C:13]([C:16]3[C:24]4[C:19](=[CH:20][C:21]([F:25])=[CH:22][CH:23]=4)[N:18]([CH:26]4[CH2:29][O:28][CH2:27]4)[N:17]=3)[N:14]=2)[N:9](COCC[Si](C)(C)C)[CH:8]=1)=[O:6])([CH3:3])[CH3:2].C(O)(C(F)(F)F)=O, predict the reaction product. The product is: [CH:1]([NH:4][C:5]([C:7]1[C:15]2[C:10](=[N:11][CH:12]=[C:13]([C:16]3[C:24]4[C:19](=[CH:20][C:21]([F:25])=[CH:22][CH:23]=4)[N:18]([CH:26]4[CH2:27][O:28][CH2:29]4)[N:17]=3)[N:14]=2)[NH:9][CH:8]=1)=[O:6])([CH3:3])[CH3:2]. (5) The product is: [O:11]=[C:8]1[C:9]2[C:5](=[CH:4][CH:3]=[C:2]([C:26]3[CH:27]=[C:22]([CH:23]=[CH:24][CH:25]=3)[C:20]#[N:21])[CH:10]=2)[CH2:6][C:7]21[CH2:12][C:13]1[C:18](=[CH:17][CH:16]=[CH:15][CH:14]=1)[CH2:19]2. Given the reactants Br[C:2]1[CH:10]=[C:9]2[C:5]([CH2:6][C:7]3([CH2:19][C:18]4[C:13](=[CH:14][CH:15]=[CH:16][CH:17]=4)[CH2:12]3)[C:8]2=[O:11])=[CH:4][CH:3]=1.[C:20]([C:22]1[CH:23]=[C:24](B(O)O)[CH:25]=[CH:26][CH:27]=1)#[N:21], predict the reaction product. (6) Given the reactants [C:1]([O:5][C:6]([NH:8][C:9]1[CH:14]=[C:13]([O:15][CH3:16])[CH:12]=[CH:11][C:10]=1[NH:17][C:18]([C:20]1[S:21][C:22]2[CH2:23][N:24]([C:29](SC)=[N:30][C:31]3[CH:36]=[CH:35][CH:34]=[CH:33][CH:32]=3)[CH2:25][CH2:26][C:27]=2[N:28]=1)=[O:19])=[O:7])([CH3:4])([CH3:3])[CH3:2].[N:39]#[C:40][NH2:41], predict the reaction product. The product is: [C:40]([NH:41]/[C:29](=[N:30]\[C:31]1[CH:36]=[CH:35][CH:34]=[CH:33][CH:32]=1)/[N:24]1[CH2:25][CH2:26][C:27]2[N:28]=[C:20]([C:18]([NH:17][C:10]3[CH:11]=[CH:12][C:13]([O:15][CH3:16])=[CH:14][C:9]=3[NH:8][C:6](=[O:7])[O:5][C:1]([CH3:4])([CH3:3])[CH3:2])=[O:19])[S:21][C:22]=2[CH2:23]1)#[N:39].